Task: Predict the product of the given reaction.. Dataset: Forward reaction prediction with 1.9M reactions from USPTO patents (1976-2016) (1) Given the reactants Cl[CH2:2][C:3]([NH:5][C:6]1[CH:7]=[CH:8][C:9]2[C:15]3[S:16][C:17]([C:19]4[N:23]([C:24]5[CH:29]=[CH:28][CH:27]=[CH:26][C:25]=5[Cl:30])[CH:22]=[N:21][N:20]=4)=[CH:18][C:14]=3[CH2:13][CH2:12][O:11][C:10]=2[CH:31]=1)=[O:4].[NH:32]1[CH2:37][CH2:36][O:35][CH2:34][CH2:33]1, predict the reaction product. The product is: [Cl:30][C:25]1[CH:26]=[CH:27][CH:28]=[CH:29][C:24]=1[N:23]1[CH:22]=[N:21][N:20]=[C:19]1[C:17]1[S:16][C:15]2[C:9]3[CH:8]=[CH:7][C:6]([NH:5][C:3](=[O:4])[CH2:2][N:32]4[CH2:37][CH2:36][O:35][CH2:34][CH2:33]4)=[CH:31][C:10]=3[O:11][CH2:12][CH2:13][C:14]=2[CH:18]=1. (2) The product is: [CH2:11]([C@H:18]1[CH2:19][N:20]([C:24]2[CH:32]=[C:31]3[C:27]([C:28]([CH2:38][CH3:39])=[N:29][N:30]3[CH:33]3[CH2:35][CH2:36][CH2:37]3)=[CH:26][CH:25]=2)[CH2:21][CH2:22][N:23]1[C:8](=[O:10])[CH2:7][C:2]1[N:1]=[CH:6][CH:5]=[CH:4][N:3]=1)[C:12]1[CH:13]=[CH:14][CH:15]=[CH:16][CH:17]=1. Given the reactants [N:1]1[CH:6]=[CH:5][CH:4]=[N:3][C:2]=1[CH2:7][C:8]([OH:10])=O.[CH2:11]([C@@H:18]1[NH:23][CH2:22][CH2:21][N:20]([C:24]2[CH:32]=[C:31]3[C:27]([C:28]([CH2:38][CH3:39])=[N:29][N:30]3[CH:33]3[CH2:37][CH2:36][CH2:35]C3)=[CH:26][CH:25]=2)[CH2:19]1)[C:12]1[CH:17]=[CH:16][CH:15]=[CH:14][CH:13]=1, predict the reaction product.